This data is from Forward reaction prediction with 1.9M reactions from USPTO patents (1976-2016). The task is: Predict the product of the given reaction. Given the reactants [CH2:1]([O:8][CH2:9][C@H:10]1[CH2:12][O:11]1)[C:2]1[CH:7]=[CH:6][CH:5]=[CH:4][CH:3]=1.[CH:13]([Mg]Br)=[CH2:14], predict the reaction product. The product is: [CH2:1]([O:8][CH2:9][C@H:10]([OH:11])[CH2:12][CH:13]=[CH2:14])[C:2]1[CH:7]=[CH:6][CH:5]=[CH:4][CH:3]=1.